Regression/Classification. Given a drug SMILES string, predict its toxicity properties. Task type varies by dataset: regression for continuous values (e.g., LD50, hERG inhibition percentage) or binary classification for toxic/non-toxic outcomes (e.g., AMES mutagenicity, cardiotoxicity, hepatotoxicity). Dataset: ames. From a dataset of Ames mutagenicity test results for genotoxicity prediction. (1) The compound is CC1(O)C=Cc2cc3c(ccc4ccccc43)c3c2C1(O)CC3. The result is 1 (mutagenic). (2) The result is 1 (mutagenic). The molecule is COC(=O)C(CSCCBr)NC(C)=O. (3) The result is 0 (non-mutagenic). The drug is C=CC(C)(CCC=C(C)C)OC(=O)c1ccccc1N. (4) The molecule is COc1cc(CNC(=O)CCCCCCC(C)C)ccc1O. The result is 1 (mutagenic). (5) The compound is CCCCCC(=O)/N=c1\sn(C(=O)CCCCC)c2ccc([N+](=O)[O-])cc12. The result is 1 (mutagenic). (6) The compound is C[n+]1ccc(-c2cc[n+](C)cc2)cc1. The result is 0 (non-mutagenic). (7) The result is 1 (mutagenic). The molecule is Nc1ccc(-c2ccc(N)c(N)c2)cc1N. (8) The compound is ClC(CBr)CBr. The result is 1 (mutagenic). (9) The drug is CCS. The result is 0 (non-mutagenic). (10) The compound is CN(CCO)C(=O)Nc1ccccc1. The result is 0 (non-mutagenic).